From a dataset of TCR-epitope binding with 47,182 pairs between 192 epitopes and 23,139 TCRs. Binary Classification. Given a T-cell receptor sequence (or CDR3 region) and an epitope sequence, predict whether binding occurs between them. (1) The epitope is KPLEFGATSAAL. The TCR CDR3 sequence is CASSLSPGANTGELFF. Result: 1 (the TCR binds to the epitope). (2) The epitope is GVAMPNLYK. The TCR CDR3 sequence is CASSPSPGNEQFF. Result: 0 (the TCR does not bind to the epitope). (3) The epitope is KLWAQCVQL. The TCR CDR3 sequence is CASSLMSNEQFF. Result: 1 (the TCR binds to the epitope). (4) The epitope is KAFSPEVIPMF. The TCR CDR3 sequence is CASSELGSSGTDTQYF. Result: 0 (the TCR does not bind to the epitope).